This data is from Full USPTO retrosynthesis dataset with 1.9M reactions from patents (1976-2016). The task is: Predict the reactants needed to synthesize the given product. (1) Given the product [CH2:16]([C:2]1[CH:11]=[CH:10][C:9]2[C:4](=[C:5]([F:13])[C:6]([F:12])=[CH:7][CH:8]=2)[C:3]=1[CH:14]=[O:15])[CH3:17], predict the reactants needed to synthesize it. The reactants are: Br[C:2]1[CH:11]=[CH:10][C:9]2[C:4](=[C:5]([F:13])[C:6]([F:12])=[CH:7][CH:8]=2)[C:3]=1[CH:14]=[O:15].[CH2:16]([Sn](CC)(CC)CC)[CH3:17].O. (2) Given the product [I:1][C:2]1[CH:3]=[CH:4][C:5]([C@@H:6]2[C:11]3[C:10](=[CH:15][CH:14]=[CH:13][CH:12]=3)[CH2:9][C@H:8]([CH3:16])[NH:7]2)=[CH:17][CH:18]=1, predict the reactants needed to synthesize it. The reactants are: [I:1][C:2]1[CH:18]=[CH:17][C:5]([CH:6]=[N:7][CH:8]([CH3:16])[CH2:9][C:10]2[CH:15]=[CH:14][CH:13]=[CH:12][CH:11]=2)=[CH:4][CH:3]=1.FC(F)(F)S(O)(=O)=O.[OH-].[Na+].